Predict the reactants needed to synthesize the given product. From a dataset of Full USPTO retrosynthesis dataset with 1.9M reactions from patents (1976-2016). Given the product [Cl:15][C:16]1[C:21]([C:22]2[NH:12][C:10]3[CH:11]=[C:6]([N:1]4[CH:5]=[CH:4][N:3]=[CH:2]4)[CH:7]=[C:8]([CH3:14])[C:9]=3[N:13]=2)=[C:20]([Cl:24])[N:19]=[CH:18][N:17]=1, predict the reactants needed to synthesize it. The reactants are: [N:1]1([C:6]2[CH:11]=[C:10]([NH2:12])[C:9]([NH2:13])=[C:8]([CH3:14])[CH:7]=2)[CH:5]=[CH:4][N:3]=[CH:2]1.[Cl:15][C:16]1[C:21]([CH:22]=O)=[C:20]([Cl:24])[N:19]=[CH:18][N:17]=1.